The task is: Regression. Given two drug SMILES strings and cell line genomic features, predict the synergy score measuring deviation from expected non-interaction effect.. This data is from NCI-60 drug combinations with 297,098 pairs across 59 cell lines. (1) Drug 1: C1=CC(=CC=C1CCCC(=O)O)N(CCCl)CCCl. Drug 2: C1=NC2=C(N=C(N=C2N1C3C(C(C(O3)CO)O)F)Cl)N. Cell line: HOP-92. Synergy scores: CSS=55.6, Synergy_ZIP=-4.43, Synergy_Bliss=-4.12, Synergy_Loewe=1.25, Synergy_HSA=2.97. (2) Drug 1: C1CN(CCN1C(=O)CCBr)C(=O)CCBr. Drug 2: CC(C)CN1C=NC2=C1C3=CC=CC=C3N=C2N. Cell line: NCI-H522. Synergy scores: CSS=28.5, Synergy_ZIP=0.195, Synergy_Bliss=3.40, Synergy_Loewe=3.28, Synergy_HSA=2.62. (3) Drug 1: C1=CC(=C2C(=C1NCCNCCO)C(=O)C3=C(C=CC(=C3C2=O)O)O)NCCNCCO. Drug 2: C1CC(C1)(C(=O)O)C(=O)O.[NH2-].[NH2-].[Pt+2]. Cell line: SW-620. Synergy scores: CSS=52.8, Synergy_ZIP=-2.17, Synergy_Bliss=-0.895, Synergy_Loewe=-0.224, Synergy_HSA=4.10. (4) Drug 1: CS(=O)(=O)C1=CC(=C(C=C1)C(=O)NC2=CC(=C(C=C2)Cl)C3=CC=CC=N3)Cl. Drug 2: CCN(CC)CCNC(=O)C1=C(NC(=C1C)C=C2C3=C(C=CC(=C3)F)NC2=O)C. Cell line: A498. Synergy scores: CSS=4.69, Synergy_ZIP=-1.03, Synergy_Bliss=1.21, Synergy_Loewe=-0.259, Synergy_HSA=0.0895.